From a dataset of Full USPTO retrosynthesis dataset with 1.9M reactions from patents (1976-2016). Predict the reactants needed to synthesize the given product. (1) Given the product [S:1]1[CH:5]=[CH:4][CH:3]=[C:2]1[C:6]1[CH:14]=[C:23]([C:24]([Cl:26])=[O:25])[C:12]([C:18]2[S:19][CH:20]=[CH:21][CH:22]=2)=[CH:11][C:7]=1[C:8]([Cl:35])=[O:9], predict the reactants needed to synthesize it. The reactants are: [S:1]1[CH:5]=[CH:4][CH:3]=[C:2]1[C:6]1[CH:14]=C(C(O)=O)[C:12]([C:18]2[S:19][CH:20]=[CH:21][CH:22]=2)=[CH:11][C:7]=1[C:8](O)=[O:9].[C:23](Cl)(=O)[C:24]([Cl:26])=[O:25].CN(C=O)C.C(Cl)[Cl:35]. (2) Given the product [C:74]([C@@H:71]1[CH2:72][N:73]([C:2]2[CH:7]=[CH:6][N:5]3[N:8]=[CH:9][C:10]([C:11]([O:13][CH2:14][CH3:15])=[O:12])=[C:4]3[CH:3]=2)[C@@H:69]([C:65]2[CH:66]=[CH:67][CH:68]=[C:63]([F:62])[CH:64]=2)[CH2:70]1)#[N:75], predict the reactants needed to synthesize it. The reactants are: Br[C:2]1[CH:7]=[CH:6][N:5]2[N:8]=[CH:9][C:10]([C:11]([O:13][CH2:14][CH3:15])=[O:12])=[C:4]2[CH:3]=1.CC(OC1C=CC=C(OC(C)C)C=1C1C(P(C2CCCCC2)C2CCCCC2)=CC=CC=1)C.C(=O)([O-])[O-].[Cs+].[Cs+].FC(F)(F)C(O)=O.[F:62][C:63]1[CH:64]=[C:65]([C@@H:69]2[NH:73][CH2:72][C@@H:71]([C:74]#[N:75])[CH2:70]2)[CH:66]=[CH:67][CH:68]=1. (3) Given the product [CH3:61][O:36][C@@H:34]([CH3:35])[C@H:33]([CH3:37])[CH2:32][O:31][CH2:30][C:29]1[CH:38]=[CH:39][C:26]([C@@H:25]2[C@@H:20]([O:19][CH2:18][C:15]3[CH:16]=[CH:17][C:12]4[O:11][CH2:10][CH2:9][N:8]([CH2:7][CH2:6][CH2:5][O:4][CH3:3])[C:13]=4[CH:14]=3)[CH2:21][NH:22][CH2:23][C@H:24]2[OH:40])=[CH:27][CH:28]=1, predict the reactants needed to synthesize it. The reactants are: [H-].[Na+].[CH3:3][O:4][CH2:5][CH2:6][CH2:7][N:8]1[C:13]2[CH:14]=[C:15]([CH2:18][O:19][C@@H:20]3[C@@H:25]([C:26]4[CH:39]=[CH:38][C:29]([CH2:30][O:31][CH2:32][C@@H:33]([CH3:37])[C@@H:34]([OH:36])[CH3:35])=[CH:28][CH:27]=4)[C@H:24]([O:40][Si](C(C)C)(C(C)C)C(C)C)[CH2:23][N:22](S(C4C=CC(C)=CC=4)(=O)=O)[CH2:21]3)[CH:16]=[CH:17][C:12]=2[O:11][CH2:10][CH2:9]1.[CH3:61]I.